Dataset: CYP2C19 inhibition data for predicting drug metabolism from PubChem BioAssay. Task: Regression/Classification. Given a drug SMILES string, predict its absorption, distribution, metabolism, or excretion properties. Task type varies by dataset: regression for continuous measurements (e.g., permeability, clearance, half-life) or binary classification for categorical outcomes (e.g., BBB penetration, CYP inhibition). Dataset: cyp2c19_veith. (1) The drug is CC1(C)C(=O)C(c2ccccc2)=C2CN3C(=O)N(CCc4ccccc4)C(=O)C3(Cc3ccc(C(F)(F)F)cc3)C=C21. The result is 0 (non-inhibitor). (2) The compound is CC(=O)Nc1ccc2c(c1)OCCOCCOc1cc(NC(C)=O)ccc1OCCOCCOCCO2. The result is 0 (non-inhibitor). (3) The drug is Cc1cccc(CNc2cc(-c3ccc(N(C)C)cc3)ncn2)c1. The result is 1 (inhibitor). (4) The compound is CC1(C)Cc2c(sc3nc(-c4ccccc4)n(N)c(=O)c23)CO1. The result is 1 (inhibitor). (5) The drug is O=C(NCCNc1ccc([N+](=O)[O-])cc1)c1ccccc1Br. The result is 1 (inhibitor).